This data is from Peptide-MHC class II binding affinity with 134,281 pairs from IEDB. The task is: Regression. Given a peptide amino acid sequence and an MHC pseudo amino acid sequence, predict their binding affinity value. This is MHC class II binding data. (1) The peptide sequence is EAIIRILQQLLFIHFRIGCQHSR. The MHC is HLA-DQA10301-DQB10301 with pseudo-sequence HLA-DQA10301-DQB10301. The binding affinity (normalized) is 0.381. (2) The peptide sequence is LMMLVSVAGRV. The MHC is DRB1_0301 with pseudo-sequence DRB1_0301. The binding affinity (normalized) is 0.562. (3) The peptide sequence is AGRFEVHAQTVEDEA. The MHC is HLA-DPA10201-DPB10501 with pseudo-sequence HLA-DPA10201-DPB10501. The binding affinity (normalized) is 0. (4) The peptide sequence is EKKYFADTQFEPLAA. The MHC is DRB1_1602 with pseudo-sequence DRB1_1602. The binding affinity (normalized) is 0.556. (5) The peptide sequence is AAGGWDSLAAELATT. The MHC is DRB1_1001 with pseudo-sequence DRB1_1001. The binding affinity (normalized) is 0.676. (6) The peptide sequence is SGHVIPACKNLSPSA. The MHC is DRB5_0101 with pseudo-sequence DRB5_0101. The binding affinity (normalized) is 0.156. (7) The peptide sequence is EEREVLMWKFDSALARKH. The MHC is DRB1_1302 with pseudo-sequence DRB1_1302. The binding affinity (normalized) is 0.102. (8) The MHC is DRB1_0101 with pseudo-sequence DRB1_0101. The peptide sequence is DDMIYNAKKFLSKDG. The binding affinity (normalized) is 0.112. (9) The peptide sequence is NNQNFFWAVKPKVVR. The MHC is DRB1_0405 with pseudo-sequence DRB1_0405. The binding affinity (normalized) is 0.610.